This data is from Forward reaction prediction with 1.9M reactions from USPTO patents (1976-2016). The task is: Predict the product of the given reaction. (1) Given the reactants [F:1][C:2]([F:38])([F:37])[C:3]1[CH:4]=[C:5]([CH:30]=[C:31]([C:33]([F:36])([F:35])[F:34])[CH:32]=1)[CH2:6][N:7]([CH3:29])[C:8](=[O:28])[C:9]1[C:14]([C:15]2[CH:20]=[CH:19][CH:18]=[CH:17][C:16]=2[CH3:21])=[CH:13][C:12]([C:22]#[C:23][Si](C)(C)C)=[N:11][CH:10]=1.[OH-].[K+].[Cl-].[NH4+], predict the reaction product. The product is: [F:35][C:33]([F:34])([F:36])[C:31]1[CH:30]=[C:5]([CH:4]=[C:3]([C:2]([F:38])([F:37])[F:1])[CH:32]=1)[CH2:6][N:7]([CH3:29])[C:8](=[O:28])[C:9]1[C:14]([C:15]2[CH:20]=[CH:19][CH:18]=[CH:17][C:16]=2[CH3:21])=[CH:13][C:12]([C:22]#[CH:23])=[N:11][CH:10]=1. (2) Given the reactants C(=O)([O-])[O-].[Cs+].[Cs+].[CH2:7](Br)[C:8]1[CH:13]=[CH:12][CH:11]=[CH:10][CH:9]=1.[C:15]([O:19][C:20]([NH:22][C@@:23]1([C:34]([OH:36])=[O:35])[CH2:30][C:27]2([CH2:29][CH2:28]2)[C@@H:26]2[C@H:24]1[C@H:25]2[C:31]([OH:33])=[O:32])=[O:21])([CH3:18])([CH3:17])[CH3:16], predict the reaction product. The product is: [C:15]([O:19][C:20]([NH:22][C@@:23]1([C:34]([O:36][CH2:7][C:8]2[CH:13]=[CH:12][CH:11]=[CH:10][CH:9]=2)=[O:35])[CH2:30][C:27]2([CH2:29][CH2:28]2)[C@@H:26]2[C@H:24]1[C@H:25]2[C:31]([O:33][CH2:7][C:8]1[CH:13]=[CH:12][CH:11]=[CH:10][CH:9]=1)=[O:32])=[O:21])([CH3:18])([CH3:16])[CH3:17]. (3) Given the reactants [CH2:1]([Si:3]([C:8]#[C:9][C@:10]1([CH2:31][O:32][CH2:33][C:34]2[CH:39]=[CH:38][CH:37]=[CH:36][CH:35]=2)[O:18][CH:13](OC(=O)C)[C@H:12]([O:19][C:20](=[O:22])[CH3:21])[C@@H:11]1[O:23][CH2:24][C:25]1[CH:30]=[CH:29][CH:28]=[CH:27][CH:26]=1)([CH2:6][CH3:7])[CH2:4][CH3:5])[CH3:2].[N:40]1[C:48]([NH2:49])=[C:47]2[C:43]([N:44]=[CH:45][NH:46]2)=[N:42][CH:41]=1.C/C(/O[Si](C)(C)C)=N\[Si](C)(C)C.FC(F)(F)S(O[Si](C)(C)C)(=O)=O.C(=O)([O-])O.[Na+], predict the reaction product. The product is: [C:20]([O:19][C@@H:12]1[C@H:11]([O:23][CH2:24][C:25]2[CH:26]=[CH:27][CH:28]=[CH:29][CH:30]=2)[C@@:10]([C:9]#[C:8][Si:3]([CH2:6][CH3:7])([CH2:4][CH3:5])[CH2:1][CH3:2])([CH2:31][O:32][CH2:33][C:34]2[CH:39]=[CH:38][CH:37]=[CH:36][CH:35]=2)[O:18][C@H:13]1[N:44]1[C:43]2[N:42]=[CH:41][N:40]=[C:48]([NH2:49])[C:47]=2[N:46]=[CH:45]1)(=[O:22])[CH3:21].